Dataset: Reaction yield outcomes from USPTO patents with 853,638 reactions. Task: Predict the reaction yield, written as a fraction of the theoretical maximum amount of product (1.0 means a 100% yield; for example, 0.34 means a 34% yield). (1) The reactants are C([S:4][CH2:5][CH2:6][C:7]1[CH:16]=[CH:15][CH:14]=[C:13]([O:17][CH2:18][C:19]2[CH:24]=[CH:23][C:22]([C:25]([O:27]C)=[O:26])=[CH:21][CH:20]=2)[C:8]=1[C:9]([O:11]C)=[O:10])(=O)C.[OH-].[K+]. The catalyst is CCO. The product is [C:25]([C:22]1[CH:21]=[CH:20][C:19]([CH2:18][O:17][C:13]2[CH:14]=[CH:15][CH:16]=[C:7]([CH2:6][CH2:5][SH:4])[C:8]=2[C:9]([OH:11])=[O:10])=[CH:24][CH:23]=1)([OH:27])=[O:26]. The yield is 0.460. (2) The reactants are C(NC(C)C)(C)C.C([Li])CCC.[CH3:13][S:14][C:15]1[N:20]=[C:19]([CH3:21])[CH:18]=[CH:17][N:16]=1.[N:22]1[CH:27]=[CH:26][CH:25]=[CH:24][C:23]=1[CH2:28][O:29][C:30]1[CH:31]=[C:32]([CH:39]=[CH:40][CH:41]=1)[C:33](N(OC)C)=[O:34]. The catalyst is O1CCCC1.C(OCC)(=O)C.O. The product is [N:22]1[CH:27]=[CH:26][CH:25]=[CH:24][C:23]=1[CH2:28][O:29][C:30]1[CH:31]=[C:32]([C:33](=[O:34])[CH2:21][C:19]2[CH:18]=[CH:17][N:16]=[C:15]([S:14][CH3:13])[N:20]=2)[CH:39]=[CH:40][CH:41]=1. The yield is 0.620. (3) The reactants are [Br:1][C:2]1[CH:6]=[C:5](Br)[S:4][C:3]=1[C:8]([O:10][CH2:11][CH3:12])=[O:9].O.[Cl:14][C:15]1[CH:20]=[CH:19][C:18](B(O)O)=[CH:17][CH:16]=1.C(=O)([O-])[O-].[K+].[K+]. The catalyst is C1(C)C=CC=CC=1.C1C=CC([P]([Pd]([P](C2C=CC=CC=2)(C2C=CC=CC=2)C2C=CC=CC=2)([P](C2C=CC=CC=2)(C2C=CC=CC=2)C2C=CC=CC=2)[P](C2C=CC=CC=2)(C2C=CC=CC=2)C2C=CC=CC=2)(C2C=CC=CC=2)C2C=CC=CC=2)=CC=1. The product is [Br:1][C:2]1[CH:6]=[C:5]([C:18]2[CH:19]=[CH:20][C:15]([Cl:14])=[CH:16][CH:17]=2)[S:4][C:3]=1[C:8]([O:10][CH2:11][CH3:12])=[O:9]. The yield is 0.682. (4) The reactants are [NH2:1][C:2]1[CH:6]=[C:5]([C:7]2[CH:12]=[CH:11][CH:10]=[CH:9][CH:8]=2)[Se:4][C:3]=1[C:13]#[N:14].C([OH:17])C. The catalyst is [OH-].[Na+]. The product is [NH2:1][C:2]1[CH:6]=[C:5]([C:7]2[CH:12]=[CH:11][CH:10]=[CH:9][CH:8]=2)[Se:4][C:3]=1[C:13]([NH2:14])=[O:17]. The yield is 0.670. (5) The reactants are [H-].[Na+].[CH:3]1([OH:9])[CH2:8][CH2:7][CH2:6][CH2:5][CH2:4]1.Br[CH2:11][C:12]([O:14]CC)=[O:13].O. The catalyst is CN(C=O)C. The product is [CH:3]1([O:9][CH2:11][C:12]([OH:14])=[O:13])[CH2:8][CH2:7][CH2:6][CH2:5][CH2:4]1. The yield is 0.278. (6) The reactants are [NH2:1][C:2]1[O:6][N:5]=[C:4]([C:7]2[CH:12]=[CH:11][CH:10]=[CH:9][C:8]=2[Cl:13])[C:3]=1[C:14]([OH:16])=O.Cl.C(N=C=NCCCN(C)C)C.[F:29][C:30]1[CH:35]=[CH:34][CH:33]=[CH:32][C:31]=1[N:36]1[CH2:41][CH2:40][NH:39][CH2:38][CH2:37]1. The catalyst is ClCCl. The product is [NH2:1][C:2]1[O:6][N:5]=[C:4]([C:7]2[CH:12]=[CH:11][CH:10]=[CH:9][C:8]=2[Cl:13])[C:3]=1[C:14]([N:39]1[CH2:38][CH2:37][N:36]([C:31]2[CH:32]=[CH:33][CH:34]=[CH:35][C:30]=2[F:29])[CH2:41][CH2:40]1)=[O:16]. The yield is 0.720. (7) The reactants are Br[C:2]1[N:7]=[C:6]([C:8]([OH:10])=[O:9])[CH:5]=[CH:4][C:3]=1[F:11].[F:12][C:13]1[CH:18]=[CH:17][CH:16]=[CH:15][C:14]=1B(O)O. The catalyst is C1C=CC(P(C2C=CC=CC=2)[C-]2C=CC=C2)=CC=1.C1C=CC(P(C2C=CC=CC=2)[C-]2C=CC=C2)=CC=1.Cl[Pd]Cl.[Fe+2].C(Cl)Cl. The product is [F:11][C:3]1[CH:4]=[CH:5][C:6]([C:8]([OH:10])=[O:9])=[N:7][C:2]=1[C:14]1[CH:15]=[CH:16][CH:17]=[CH:18][C:13]=1[F:12]. The yield is 0.430.